From a dataset of Catalyst prediction with 721,799 reactions and 888 catalyst types from USPTO. Predict which catalyst facilitates the given reaction. (1) The catalyst class is: 1. Reactant: [F:1][C:2]1[CH:7]=[C:6]([I:8])[CH:5]=[CH:4][C:3]=1[NH:9][C:10]1[C:14]2[CH:15]=[N:16][CH:17]=[CH:18][C:13]=2[O:12][C:11]=1[C:19]([OH:21])=O.C1C=CC2[N:30]([OH:31])N=NC=2C=1.[CH3:32][CH2:33][N:34]([CH:38]([CH3:40])C)[CH:35](C)[CH3:36].[O:41]1CCC(CCON)CC1. Product: [N:34]1([CH2:38][CH2:40][O:31][NH:30][C:19]([C:11]2[O:12][C:13]3[CH:18]=[CH:17][N:16]=[CH:15][C:14]=3[C:10]=2[NH:9][C:3]2[CH:4]=[CH:5][C:6]([I:8])=[CH:7][C:2]=2[F:1])=[O:21])[CH2:35][CH2:36][O:41][CH2:32][CH2:33]1. (2) Reactant: CCN(CC)CC.Br.[O:9]1[C:14]2[CH:15]=[CH:16][C:17]([OH:19])=[CH:18][C:13]=2[NH:12][CH2:11][CH2:10]1.[C:20](O[C:20]([O:22][C:23]([CH3:26])([CH3:25])[CH3:24])=[O:21])([O:22][C:23]([CH3:26])([CH3:25])[CH3:24])=[O:21].[C:35](N1C=CN=C1)([N:37]1C=CN=C1)=[S:36].N. Product: [C:20](=[O:21])([O:22][C:23]([CH3:26])([CH3:25])[CH3:24])[O:19][C:17]1[CH:16]=[CH:15][C:14]2[O:9][CH2:10][CH2:11][N:12]([C:35]([NH2:37])=[S:36])[C:13]=2[CH:18]=1. The catalyst class is: 230.